This data is from Catalyst prediction with 721,799 reactions and 888 catalyst types from USPTO. The task is: Predict which catalyst facilitates the given reaction. (1) Reactant: [CH3:1][N:2]1[CH2:7][CH2:6][N:5]([C:8]2[N:13]3[C:14]([CH2:30][OH:31])=[C:15]([CH2:17][N:18]([CH3:29])[C@@H:19]4[C:28]5[N:27]=[CH:26][CH:25]=[CH:24][C:23]=5[CH2:22][CH2:21][CH2:20]4)[N:16]=[C:12]3[CH:11]=[CH:10][CH:9]=2)[CH2:4][CH2:3]1.[H-].[Na+].CI.[C:36](=O)([O-])[O-].[Na+].[Na+]. Product: [CH3:29][N:18]([CH2:17][C:15]1[N:16]=[C:12]2[CH:11]=[CH:10][CH:9]=[C:8]([N:5]3[CH2:6][CH2:7][N:2]([CH3:1])[CH2:3][CH2:4]3)[N:13]2[C:14]=1[CH2:30][O:31][CH3:36])[C@@H:19]1[C:28]2[N:27]=[CH:26][CH:25]=[CH:24][C:23]=2[CH2:22][CH2:21][CH2:20]1. The catalyst class is: 7. (2) Reactant: [NH2:1][CH2:2][CH2:3][CH2:4][NH:5][CH:6]1[CH2:11][CH2:10][N:9]([CH2:12][CH2:13][C@@H:14]([C:26]2[CH:31]=[CH:30][C:29]([Cl:32])=[C:28]([Cl:33])[CH:27]=2)[CH2:15][N:16]([CH3:25])[C:17](=[O:24])[C:18]2[CH:23]=[CH:22][CH:21]=[CH:20][CH:19]=2)[CH2:8][CH2:7]1.[C:34](N1C=CN=C1)(N1C=CN=C1)=[S:35]. Product: [ClH:32].[ClH:32].[Cl:33][C:28]1[CH:27]=[C:26]([C@H:14]([CH2:13][CH2:12][N:9]2[CH2:10][CH2:11][CH:6]([N:5]3[CH2:4][CH2:3][CH2:2][NH:1][C:34]3=[S:35])[CH2:7][CH2:8]2)[CH2:15][N:16]([CH3:25])[C:17](=[O:24])[C:18]2[CH:19]=[CH:20][CH:21]=[CH:22][CH:23]=2)[CH:31]=[CH:30][C:29]=1[Cl:32]. The catalyst class is: 452. (3) Reactant: OC(C(F)(F)F)=O.[CH3:8][C:9]([Si:12]([CH3:28])([CH3:27])[O:13][C@H:14]1[C@H:19]([N:20]2[C:24](=[O:25])[CH2:23][O:22][C:21]2=[O:26])[CH2:18][CH2:17][NH:16][CH2:15]1)([CH3:11])[CH3:10].CCN(C(C)C)C(C)C.[Cl:38][C:39]1[N:43]2[CH:44]=[C:45]([CH:52]3[CH2:54][CH2:53]3)[CH:46]=[C:47]([C:48]([F:51])([F:50])[F:49])[C:42]2=[N:41][C:40]=1[C:55](O)=[O:56].CN(C(ON1N=NC2C=CC=NC1=2)=[N+](C)C)C.F[P-](F)(F)(F)(F)F. Product: [Cl:38][C:39]1[N:43]2[CH:44]=[C:45]([CH:52]3[CH2:54][CH2:53]3)[CH:46]=[C:47]([C:48]([F:50])([F:49])[F:51])[C:42]2=[N:41][C:40]=1[C:55]([N:16]1[CH2:17][CH2:18][C@@H:19]([N:20]2[C:24](=[O:25])[CH2:23][O:22][C:21]2=[O:26])[C@H:14]([O:13][Si:12]([C:9]([CH3:8])([CH3:10])[CH3:11])([CH3:28])[CH3:27])[CH2:15]1)=[O:56]. The catalyst class is: 31. (4) Reactant: [CH3:1][Mg:2][Br:3].[Cl-].[Ca+2].[Cl-].[CH:7]12[CH2:16][CH:11]3[CH2:12][CH:13]([CH2:15][CH:9]([CH2:10]3)[C:8]1=[O:17])[CH2:14]2. Product: [Br-:3].[Mg+2:2].[Br-:3].[CH3:1][C:8]1([OH:17])[CH:9]2[CH2:15][CH:13]3[CH2:12][CH:11]([CH2:16][CH:7]1[CH2:14]3)[CH2:10]2. The catalyst class is: 7. (5) Reactant: C(O[CH:5]([C:24]1(Br)[C:30](=[O:31])[N:29]2[C@@H:25]1[S:26][CH:27]=[C:28]2[C:32]([O:34]CC1C=CC([N+]([O-])=O)=CC=1)=[O:33])[C:6]1[N:23]=[C:9]2[N:10]=[CH:11][C:12]3[CH2:17][N:16]([C:18]([O:20][CH2:21][CH3:22])=[O:19])[CH2:15][CH2:14][C:13]=3[N:8]2[N:7]=1)(=O)C.C(#N)C.P([O-])([O-])([O-])=O. Product: [CH2:21]([O:20][C:18]([N:16]1[CH2:15][CH2:14][C:13]2[N:8]3[N:7]=[C:6](/[CH:5]=[C:24]4\[C@@H:25]5[N:29]([C:30]\4=[O:31])[C:28]([C:32]([OH:34])=[O:33])=[CH:27][S:26]5)[N:23]=[C:9]3[N:10]=[CH:11][C:12]=2[CH2:17]1)=[O:19])[CH3:22]. The catalyst class is: 123.